Dataset: Reaction yield outcomes from USPTO patents with 853,638 reactions. Task: Predict the reaction yield, written as a fraction of the theoretical maximum amount of product (1.0 means a 100% yield; for example, 0.34 means a 34% yield). (1) The reactants are Cl[C:2]1[C:11]2[C:6](=[CH:7][C:8]([NH:12][S:13]([C:16]3[CH:21]=[CH:20][C:19]([Cl:22])=[CH:18][CH:17]=3)(=[O:15])=[O:14])=[CH:9][CH:10]=2)[CH:5]=[CH:4][N:3]=1.CO.[CH3:25][NH2:26].C(=O)(O)[O-].[Na+]. No catalyst specified. The product is [Cl:22][C:19]1[CH:20]=[CH:21][C:16]([S:13]([NH:12][C:8]2[CH:7]=[C:6]3[C:11](=[CH:10][CH:9]=2)[C:2]([NH:26][CH3:25])=[N:3][CH:4]=[CH:5]3)(=[O:15])=[O:14])=[CH:17][CH:18]=1. The yield is 0.520. (2) The reactants are [CH3:1][O:2][C:3]1[CH:4]=[C:5]([CH:25]=[CH:26][C:27]=1[O:28][CH2:29][C:30]1[N:31]=[C:32]([C:36]2[CH:41]=[CH:40][CH:39]=[CH:38][CH:37]=2)[O:33][C:34]=1[CH3:35])[CH2:6][O:7][C:8]1[C:12]([CH:13]=O)=[CH:11][N:10]([C:15]2[CH:20]=[CH:19][C:18]([C:21]([F:24])([F:23])[F:22])=[CH:17][CH:16]=2)[N:9]=1.C(OP([CH2:50][C:51]([O:53][CH2:54][CH3:55])=[O:52])(OCC)=O)C.CN(C)C=O.[H-].[Na+]. The catalyst is O. The product is [CH3:1][O:2][C:3]1[CH:4]=[C:5]([CH:25]=[CH:26][C:27]=1[O:28][CH2:29][C:30]1[N:31]=[C:32]([C:36]2[CH:37]=[CH:38][CH:39]=[CH:40][CH:41]=2)[O:33][C:34]=1[CH3:35])[CH2:6][O:7][C:8]1[C:12](/[CH:13]=[CH:50]/[C:51]([O:53][CH2:54][CH3:55])=[O:52])=[CH:11][N:10]([C:15]2[CH:16]=[CH:17][C:18]([C:21]([F:23])([F:24])[F:22])=[CH:19][CH:20]=2)[N:9]=1. The yield is 0.690. (3) The reactants are [NH2:1][C:2]1[C:10]2[C:9]([C:11]3[CH:16]=[CH:15][CH:14]=[C:13]([NH2:17])[CH:12]=3)=[N:8][C:7]([NH:18][CH:19]3[CH2:21][CH2:20]3)=[N:6][C:5]=2[S:4][C:3]=1[C:22]([NH2:24])=[O:23].[F:25][C:26]1[CH:31]=[CH:30][C:29]([N:32]=[C:33]=[O:34])=[CH:28][CH:27]=1. The catalyst is C1COCC1. The product is [NH2:1][C:2]1[C:10]2[C:9]([C:11]3[CH:16]=[CH:15][CH:14]=[C:13]([NH:17][C:33]([NH:32][C:29]4[CH:30]=[CH:31][C:26]([F:25])=[CH:27][CH:28]=4)=[O:34])[CH:12]=3)=[N:8][C:7]([NH:18][CH:19]3[CH2:20][CH2:21]3)=[N:6][C:5]=2[S:4][C:3]=1[C:22]([NH2:24])=[O:23]. The yield is 0.710. (4) The reactants are Br[C:2]1[N:7]=[CH:6][C:5]2=[N:8][N:9]([CH3:12])[C:10]([CH3:11])=[C:4]2[CH:3]=1.[NH2:13][C:14]1[C:15](=[O:22])[N:16]([CH3:21])[CH:17]=[C:18]([Br:20])[CH:19]=1.C(=O)([O-])[O-].[Cs+].[Cs+].C1C=CC(P(C2C(C3C(P(C4C=CC=CC=4)C4C=CC=CC=4)=CC=C4C=3C=CC=C4)=C3C(C=CC=C3)=CC=2)C2C=CC=CC=2)=CC=1. The catalyst is C1C=CC(/C=C/C(/C=C/C2C=CC=CC=2)=O)=CC=1.C1C=CC(/C=C/C(/C=C/C2C=CC=CC=2)=O)=CC=1.C1C=CC(/C=C/C(/C=C/C2C=CC=CC=2)=O)=CC=1.[Pd].[Pd].O1CCOCC1. The product is [Br:20][C:18]1[CH:19]=[C:14]([NH:13][C:2]2[N:7]=[CH:6][C:5]3=[N:8][N:9]([CH3:12])[C:10]([CH3:11])=[C:4]3[CH:3]=2)[C:15](=[O:22])[N:16]([CH3:21])[CH:17]=1. The yield is 0.230. (5) The reactants are [C:1]([C:4]1[CH:5]=[CH:6][C:7]([NH:10][S:11]([C:14]2[CH:19]=[CH:18][C:17](I)=[CH:16][CH:15]=2)(=[O:13])=[O:12])=[N:8][CH:9]=1)(=[O:3])[CH3:2].N1C2C(=CC=C3C=2N=CC=C3)C=CC=1.C(=O)([O-])[O-].[Cs+].[Cs+].[CH3:41][N:42]([CH3:46])[CH2:43][CH2:44][OH:45].P([O-])([O-])([O-])=O.OP([O-])([O-])=O.[K+].[K+].OP([O-])(O)=O.[K+]. The catalyst is [Cu]I.C(Cl)Cl. The product is [C:1]([C:4]1[CH:5]=[CH:6][C:7]([NH:10][S:11]([C:14]2[CH:19]=[CH:18][C:17]([O:45][CH2:44][CH2:43][N:42]([CH3:46])[CH3:41])=[CH:16][CH:15]=2)(=[O:13])=[O:12])=[N:8][CH:9]=1)(=[O:3])[CH3:2]. The yield is 0.400. (6) The reactants are [C:1]([C:4]1[CH:9]=[CH:8][C:7]([NH:10][C:11]([C:13]2[NH:14][CH:15]=[C:16]([C:18]#[N:19])[N:17]=2)=[O:12])=[C:6]([C:20]2[CH2:25][CH2:24][C:23]([CH3:27])([CH3:26])[CH2:22][CH:21]=2)[CH:5]=1)(=[O:3])[CH3:2].C[Mg+].[Br-].CO.[CH:33](Cl)(Cl)Cl. The catalyst is C1COCC1. The product is [CH3:26][C:23]1([CH3:27])[CH2:24][CH2:25][C:20]([C:6]2[CH:5]=[C:4]([C:1]([OH:3])([CH3:33])[CH3:2])[CH:9]=[CH:8][C:7]=2[NH:10][C:11]([C:13]2[NH:14][CH:15]=[C:16]([C:18]#[N:19])[N:17]=2)=[O:12])=[CH:21][CH2:22]1. The yield is 1.00. (7) The reactants are [N+:1]([C:4]1[CH:5]=[N:6][NH:7][CH:8]=1)([O-:3])=[O:2].CC([O-])(C)C.[K+].Cl[CH2:16][C:17]1[C:18]([CH3:23])=[N:19][O:20][C:21]=1[CH3:22].O. The catalyst is CN(C=O)C. The product is [CH3:23][C:18]1[C:17]([CH2:16][N:6]2[CH:5]=[C:4]([N+:1]([O-:3])=[O:2])[CH:8]=[N:7]2)=[C:21]([CH3:22])[O:20][N:19]=1. The yield is 0.780. (8) The reactants are CN(C([O:8]N1N=NC2C=CC=CC1=2)=[N+](C)C)C.[B-](F)(F)(F)F.[F:23][C:24]1[CH:25]=[C:26]([N:31]([CH3:54])[CH:32]([C:34]2[CH:35]=[C:36]([C:51](O)=[O:52])[CH:37]=[C:38]3[C:43]=2[O:42][C:41]([N:44]2[CH2:49][CH2:48][O:47][CH2:46][CH2:45]2)=[CH:40][C:39]3=[O:50])[CH3:33])[CH:27]=[C:28]([F:30])[CH:29]=1.[CH2:55]([N:57]([CH:61](C)C)C(C)C)[CH3:56].CNC(O)C. The catalyst is CN(C=O)C. The product is [F:30][C:28]1[CH:27]=[C:26]([N:31]([CH3:54])[CH:32]([C:34]2[CH:35]=[C:36]([C:51]([N:57]([CH2:55][CH2:56][OH:8])[CH3:61])=[O:52])[CH:37]=[C:38]3[C:43]=2[O:42][C:41]([N:44]2[CH2:45][CH2:46][O:47][CH2:48][CH2:49]2)=[CH:40][C:39]3=[O:50])[CH3:33])[CH:25]=[C:24]([F:23])[CH:29]=1. The yield is 0.640. (9) The reactants are [C:1](=[S:16])(OC1C=CC=CN=1)OC1C=CC=CN=1.[Br:17][C:18]1[CH:19]=[C:20]([CH:24]([C:26]2[CH:31]=[CH:30][N:29]=[CH:28][CH:27]=2)[NH2:25])[CH:21]=[CH:22][CH:23]=1. The catalyst is ClCCl. The product is [Br:17][C:18]1[CH:19]=[C:20]([CH:24]([N:25]=[C:1]=[S:16])[C:26]2[CH:27]=[CH:28][N:29]=[CH:30][CH:31]=2)[CH:21]=[CH:22][CH:23]=1. The yield is 0.860.